From a dataset of Peptide-MHC class I binding affinity with 185,985 pairs from IEDB/IMGT. Regression. Given a peptide amino acid sequence and an MHC pseudo amino acid sequence, predict their binding affinity value. This is MHC class I binding data. The peptide sequence is YLVAYQATP. The MHC is Patr-B0101 with pseudo-sequence Patr-B0101. The binding affinity (normalized) is 0.